From a dataset of Full USPTO retrosynthesis dataset with 1.9M reactions from patents (1976-2016). Predict the reactants needed to synthesize the given product. (1) Given the product [CH3:1][C:2]1[C:6]([C:7]2[C:8]([O:26][CH3:27])=[CH:9][C:10]3[C:11]4[N:18]([CH2:19][CH:20]5[CH2:21][CH2:22][O:23][CH2:24][CH2:25]5)[C:31]([N:32]([CH3:34])[CH3:33])=[N:17][C:12]=4[CH:13]=[N:14][C:15]=3[CH:16]=2)=[C:5]([CH3:28])[O:4][N:3]=1, predict the reactants needed to synthesize it. The reactants are: [CH3:1][C:2]1[C:6]([C:7]2[CH:16]=[C:15]3[C:10]([C:11]([NH:18][CH2:19][CH:20]4[CH2:25][CH2:24][O:23][CH2:22][CH2:21]4)=[C:12]([NH2:17])[CH:13]=[N:14]3)=[CH:9][C:8]=2[O:26][CH3:27])=[C:5]([CH3:28])[O:4][N:3]=1.[Cl-].Cl[C:31](Cl)=[N+:32]([CH3:34])[CH3:33]. (2) The reactants are: C(O)(=O)C.C(O)(=O)C.IC1C=CC=CC=1.[Cl:16][C:17]1[N:22]=[C:21]([N:23]2[CH2:28][CH2:27][O:26][CH2:25][C@H:24]2[CH3:29])[CH:20]=[C:19]([C:30]([S:33]([CH3:35])=[O:34])([CH3:32])[CH3:31])[N:18]=1.[O-2].[Mg+2].[F:38][C:39]([F:44])([F:43])[C:40]([NH2:42])=[O:41]. Given the product [Cl:16][C:17]1[N:18]=[C:19]([C:30]([S:33]([CH3:35])(=[O:34])=[N:42][C:40](=[O:41])[C:39]([F:44])([F:43])[F:38])([CH3:32])[CH3:31])[CH:20]=[C:21]([N:23]2[CH2:28][CH2:27][O:26][CH2:25][C@H:24]2[CH3:29])[N:22]=1, predict the reactants needed to synthesize it.